This data is from Full USPTO retrosynthesis dataset with 1.9M reactions from patents (1976-2016). The task is: Predict the reactants needed to synthesize the given product. Given the product [F:23][CH:2]([F:1])[C:3]1[CH:4]=[C:5]([C:13]2[S:14][CH:15]=[C:16]([CH2:18][C:19]([OH:21])=[O:20])[N:17]=2)[CH:6]=[C:7]([C:9]([F:10])([F:11])[F:12])[CH:8]=1, predict the reactants needed to synthesize it. The reactants are: [F:1][CH:2]([F:23])[C:3]1[CH:4]=[C:5]([C:13]2[S:14][CH:15]=[C:16]([CH2:18][C:19]([O:21]C)=[O:20])[N:17]=2)[CH:6]=[C:7]([C:9]([F:12])([F:11])[F:10])[CH:8]=1.